Dataset: Forward reaction prediction with 1.9M reactions from USPTO patents (1976-2016). Task: Predict the product of the given reaction. Given the reactants [CH2:1]([Mg]Br)[CH3:2].[CH3:5][O:6][C:7]1[CH:12]=[CH:11][CH:10]=[CH:9][C:8]=1[CH:13](C1C2C=CC=C(N)C=2C=CC=1)[C:14]1([C:17]([F:20])([F:19])[F:18])[CH2:16][O:15]1.[Cl-].[NH4+:33].[CH2:34]1[CH2:38]O[CH2:36][CH2:35]1, predict the reaction product. The product is: [CH3:5][O:6][C:7]1[CH:12]=[CH:11][CH:10]=[CH:9][C:8]=1[CH:13]([C:2]1[CH:1]=[CH:9][C:8]2[C:35](=[CH:34][CH:38]=[CH:12][CH:7]=2)[C:36]=1[NH2:33])[C:14]1([C:17]([F:18])([F:19])[F:20])[CH2:16][O:15]1.